From a dataset of Peptide-MHC class I binding affinity with 185,985 pairs from IEDB/IMGT. Regression. Given a peptide amino acid sequence and an MHC pseudo amino acid sequence, predict their binding affinity value. This is MHC class I binding data. (1) The peptide sequence is KQRKVQALF. The MHC is HLA-A02:07 with pseudo-sequence HLA-A02:07. The binding affinity (normalized) is 0. (2) The peptide sequence is FSKSTSPTR. The MHC is HLA-A11:01 with pseudo-sequence HLA-A11:01. The binding affinity (normalized) is 0.130. (3) The peptide sequence is SVKGRFTIS. The MHC is HLA-A68:01 with pseudo-sequence HLA-A68:01. The binding affinity (normalized) is 0. (4) The peptide sequence is FPNLQVDPT. The MHC is HLA-A03:01 with pseudo-sequence HLA-A03:01. The binding affinity (normalized) is 0.0847. (5) The peptide sequence is TSIDRFLAV. The MHC is HLA-A03:01 with pseudo-sequence HLA-A03:01. The binding affinity (normalized) is 0.0555. (6) The MHC is HLA-A30:02 with pseudo-sequence HLA-A30:02. The peptide sequence is YYTEQPIDL. The binding affinity (normalized) is 0. (7) The peptide sequence is ITDDSDDYEL. The MHC is HLA-A68:02 with pseudo-sequence HLA-A68:02. The binding affinity (normalized) is 0.133. (8) The peptide sequence is ELKDLLNVT. The MHC is HLA-A68:02 with pseudo-sequence HLA-A68:02. The binding affinity (normalized) is 0.267. (9) The binding affinity (normalized) is 0.677. The MHC is HLA-B40:13 with pseudo-sequence HLA-B40:13. The peptide sequence is RAYRNALSM. (10) The peptide sequence is QPLQQYPL. The MHC is HLA-B35:01 with pseudo-sequence HLA-B35:01. The binding affinity (normalized) is 0.0301.